Dataset: Experimentally validated miRNA-target interactions with 360,000+ pairs, plus equal number of negative samples. Task: Binary Classification. Given a miRNA mature sequence and a target amino acid sequence, predict their likelihood of interaction. (1) The miRNA is mmu-miR-5627-3p with sequence ACAGGGCUCUCCGGCGCCCCUCGU. The protein sequence of the target gene is MMFSGFNADYEASSSRCSSASPAGDSLSYYHSPADSFSSMGSPVNAQDFCTDLAVSSVNFIPTVTAISISPDLQWLVQPTLVSSVAPSQTRAPHPYGVPTPSAGAYSRAGAVKTMPGGRAQSIGRRGKVEQLSPEEEEKRRIRRERNKMAAAKCRNRRRELTDTLQAETDQLEDEKSALQTEIANLLKEKEKLEFILAAHRPACKIPDDLGFPEEMSVASLDLSGGLPEAATPESEEAFTLPLLNDPEPKPSVEPVKKVSSMELKAEPFDDFLFPASSRPGGSETARSVPDMDLSGSFYA.... Result: 0 (no interaction). (2) The miRNA is hsa-miR-151b with sequence UCGAGGAGCUCACAGUCU. The protein sequence of the target gene is MNSTEISEDVEEVLKNNPVKAEGSDATLDCSRNSRASEKHLLESVLTALHDSSKRKQLDSDGQPDSVPSVKRRRLIPEALLAGMRTRENSSPCQGNGEPASRGRSGSCAWPAEEEPSTEATVPSYKKPLYGISHKIMEKKNPPSGDLLSPYELFEKANSSSGPSPLRLLSESQKRECGVGVATDGDLNIYFLIQKMFYMLNGLTTNMSQLHSKMDLLSLEVSRVKKQVSPSELVAKFQPPPEYQLTASELKQIAEQSLSCGDLACRLLLQLFPELFSDVDFSRGCSACGFAAKRKLESLH.... Result: 0 (no interaction). (3) The miRNA is mmu-miR-466p-5p with sequence UAUGUGUGUGUACAUGUACAU. Result: 1 (interaction). The protein sequence of the target gene is MGAHASVTDTNILSGLESNATGVTAFSMPGWQLALWATAYLALVLVAVTGNATVIWIILAHERMRTVTNYFIINLALADLCMAAFNATFNFIYASHNIWYFGSTFCYFQNLFPVTAMFVSIYSMTAIAADRYMAIVHPFQPRLSAPSTKAVIAVIWLVALALASPQCFYSTITVDQGATKCVVAWPNDNGGKMLLLYHLVVFVLIYFLPLVVMFAAYSVIGLTLWKRAVPRHQAHGANLRHLQAKKKFVKAMVLVVVTFAICWLPYHLYFILGTFQEDIYYRKFIQQVYLALFWLAMSST....